This data is from Reaction yield outcomes from USPTO patents with 853,638 reactions. The task is: Predict the reaction yield, written as a fraction of the theoretical maximum amount of product (1.0 means a 100% yield; for example, 0.34 means a 34% yield). (1) The reactants are C(Cl)Cl.O.O.O.O.O.O.[N+:10]([O-:13])([O-:12])=[O:11].[Mn+2:14].[N+:15]([O-:18])([O-:17])=[O:16]. The catalyst is CO. The product is [N+:10]([O-:13])([O-:12])=[O:11].[Mn+2:14].[N+:15]([O-:18])([O-:17])=[O:16]. The yield is 0.150. (2) No catalyst specified. The yield is 0.450. The reactants are Br[C:2]1[CH:3]=[CH:4][C:5]([NH:8][C:9](=[O:28])[CH2:10][C:11]2[CH:16]=[CH:15][C:14]([O:17][C:18]3[CH:23]=[CH:22][C:21]([N+:24]([O-:26])=[O:25])=[C:20]([OH:27])[CH:19]=3)=[CH:13][CH:12]=2)=[N:6][CH:7]=1.[Cl:29][C:30]1[CH:31]=[C:32](B(O)O)[CH:33]=[CH:34][C:35]=1[Cl:36]. The product is [Cl:29][C:30]1[CH:31]=[C:32]([C:2]2[CH:3]=[CH:4][C:5]([NH:8][C:9](=[O:28])[CH2:10][C:11]3[CH:16]=[CH:15][C:14]([O:17][C:18]4[CH:23]=[CH:22][C:21]([N+:24]([O-:26])=[O:25])=[C:20]([OH:27])[CH:19]=4)=[CH:13][CH:12]=3)=[N:6][CH:7]=2)[CH:33]=[CH:34][C:35]=1[Cl:36].